From a dataset of Full USPTO retrosynthesis dataset with 1.9M reactions from patents (1976-2016). Predict the reactants needed to synthesize the given product. (1) Given the product [Br:1][C:2]1[CH:3]=[CH:4][C:5]([F:9])=[C:6]([CH:7]=1)[O:8][CH2:13][CH2:12][N:11]([CH3:15])[CH3:10], predict the reactants needed to synthesize it. The reactants are: [Br:1][C:2]1[CH:3]=[CH:4][C:5]([F:9])=[C:6]([OH:8])[CH:7]=1.[CH3:10][N:11]([CH3:15])[CH2:12][CH2:13]Cl.Cl.C([O-])([O-])=O.[K+].[K+].C([O-])(O)=O.[Na+]. (2) Given the product [CH2:1]([O:3][C:4](=[O:15])/[CH:5]=[CH:6]/[C:7]1[CH:8]=[C:9]([CH:16]2[CH2:18][CH2:17]2)[N:10]=[C:11]([Cl:13])[CH:12]=1)[CH3:2], predict the reactants needed to synthesize it. The reactants are: [CH2:1]([O:3][C:4](=[O:15])/[CH:5]=[CH:6]/[C:7]1[CH:12]=[C:11]([Cl:13])[N:10]=[C:9](Cl)[CH:8]=1)[CH3:2].[CH:16]1(B(O)O)[CH2:18][CH2:17]1.P([O-])([O-])([O-])=O.[K+].[K+].[K+].C1(P(C2CCCCC2)C2CCCCC2)CCCCC1. (3) The reactants are: [CH3:1][C:2]1[CH:7]=[CH:6][C:5]([C:8]2[O:9][C:10]([CH3:13])=[N:11][N:12]=2)=[CH:4][C:3]=1[C:14]1[CH:19]=[CH:18][C:17]([C:20](O)=[O:21])=[CH:16][CH:15]=1.[CH2:23]([NH2:30])[C:24]1[CH:29]=[CH:28][CH:27]=[CH:26][CH:25]=1. Given the product [CH2:23]([NH:30][C:20]([C:17]1[CH:16]=[CH:15][C:14]([C:3]2[CH:4]=[C:5]([C:8]3[O:9][C:10]([CH3:13])=[N:11][N:12]=3)[CH:6]=[CH:7][C:2]=2[CH3:1])=[CH:19][CH:18]=1)=[O:21])[C:24]1[CH:29]=[CH:28][CH:27]=[CH:26][CH:25]=1, predict the reactants needed to synthesize it. (4) Given the product [CH3:38][O:37][C:30]1[CH:31]=[C:32]([O:35][CH3:36])[CH:33]=[CH:34][C:29]=1[CH2:28][N:27]1[C:19]2[C:15]3=[CH:16][C:17]4[CH:18]=[C:10]([CH2:9][OH:8])[N:11]([CH3:45])[C:12]=4[CH:13]=[C:14]3[CH:23]=[CH:22][CH2:21][C:20]=2[C:24]([OH:44])=[C:25]([C:40]([O:42][CH3:43])=[O:41])[C:26]1=[O:39], predict the reactants needed to synthesize it. The reactants are: [Si]([O:8][CH2:9][C:10]1[N:11]([CH3:45])[C:12]2[CH:13]=[C:14]3[CH:23]=[CH:22][CH2:21][C:20]4[C:24]([OH:44])=[C:25]([C:40]([O:42][CH3:43])=[O:41])[C:26](=[O:39])[N:27]([CH2:28][C:29]5[CH:34]=[CH:33][C:32]([O:35][CH3:36])=[CH:31][C:30]=5[O:37][CH3:38])[C:19]=4[C:15]3=[CH:16][C:17]=2[CH:18]=1)(C(C)(C)C)(C)C.CCCC[N+](CCCC)(CCCC)CCCC.[F-]. (5) Given the product [CH2:11]([NH:13][C:14]([N:10]1[CH:6]([C:3]2[CH:4]=[CH:5][S:1][CH:2]=2)[CH2:7][CH:8]=[N:9]1)=[S:15])[CH3:12], predict the reactants needed to synthesize it. The reactants are: [S:1]1[CH:5]=[CH:4][C:3]([CH:6]2[NH:10][N:9]=[CH:8][CH2:7]2)=[CH:2]1.[CH2:11]([N:13]=[C:14]=[S:15])[CH3:12]. (6) Given the product [CH3:26][O:27][C:28](=[O:40])[C@@H:29]([O:31][C:32]1[CH:37]=[CH:36][C:35]([F:38])=[C:34]2[C:33]=1[C:4](=[O:3])[C:5]([CH2:10][C:11]1[CH:16]=[CH:15][C:14]([C:17]([N:19]3[CH2:23][CH2:22][CH2:21][CH2:20]3)=[O:18])=[CH:13][C:12]=1[Cl:24])=[C:6]([CH2:7][CH3:8])[NH:39]2)[CH3:30], predict the reactants needed to synthesize it. The reactants are: C([O:3][C:4](=O)[CH:5]([CH2:10][C:11]1[CH:16]=[CH:15][C:14]([C:17]([N:19]2[CH2:23][CH2:22][CH2:21][CH2:20]2)=[O:18])=[CH:13][C:12]=1[Cl:24])[C:6](=O)[CH2:7][CH3:8])C.[CH3:26][O:27][C:28](=[O:40])[C@@H:29]([O:31][C:32]1[CH:37]=[CH:36][C:35]([F:38])=[C:34]([NH2:39])[CH:33]=1)[CH3:30].